Task: Regression. Given a peptide amino acid sequence and an MHC pseudo amino acid sequence, predict their binding affinity value. This is MHC class I binding data.. Dataset: Peptide-MHC class I binding affinity with 185,985 pairs from IEDB/IMGT (1) The peptide sequence is VSFNFLVA. The MHC is H-2-Kb with pseudo-sequence H-2-Kb. The binding affinity (normalized) is 0.712. (2) The peptide sequence is YWVKYPNL. The MHC is H-2-Kb with pseudo-sequence H-2-Kb. The binding affinity (normalized) is 0.453. (3) The binding affinity (normalized) is 0. The MHC is HLA-A23:01 with pseudo-sequence HLA-A23:01. The peptide sequence is WCEFVDFSV. (4) The peptide sequence is IRLRPGGKK. The MHC is HLA-A02:03 with pseudo-sequence HLA-A02:03. The binding affinity (normalized) is 0. (5) The peptide sequence is IPSSSPTTA. The MHC is HLA-B07:02 with pseudo-sequence HLA-B07:02. The binding affinity (normalized) is 0.0756.